From a dataset of Reaction yield outcomes from USPTO patents with 853,638 reactions. Predict the reaction yield, written as a fraction of the theoretical maximum amount of product (1.0 means a 100% yield; for example, 0.34 means a 34% yield). (1) The reactants are [NH2:1][C:2]1[C:9]([O:10][CH2:11][CH2:12][C:13]2[CH:18]=[CH:17][CH:16]=[CH:15][N:14]=2)=[CH:8][C:7]([OH:19])=[CH:6][C:3]=1[C:4]#[N:5].C(P(CCCC)CCCC)CCC.[CH2:33](O)[C:34]1[CH:39]=[CH:38][CH:37]=[CH:36][CH:35]=1.N(C(N1CCCCC1)=O)=NC(N1CCCCC1)=O. The catalyst is O1CCCC1. The product is [NH2:1][C:2]1[C:9]([O:10][CH2:11][CH2:12][C:13]2[CH:18]=[CH:17][CH:16]=[CH:15][N:14]=2)=[CH:8][C:7]([O:19][CH2:33][C:34]2[CH:39]=[CH:38][CH:37]=[CH:36][CH:35]=2)=[CH:6][C:3]=1[C:4]#[N:5]. The yield is 1.00. (2) The product is [NH3:1].[S:17]1[C:18]2[CH:24]=[CH:23][CH:22]=[CH:21][C:19]=2[N:20]=[C:16]1[C:3]1[C:4]([CH:7]2[CH2:8][CH2:9][NH:10][CH2:11][CH2:12]2)=[N:5][NH:6][C:2]=1[NH2:1]. The catalyst is Cl. The yield is 0.0100. The reactants are [NH2:1][C:2]1[NH:6][N:5]=[C:4]([CH:7]2[CH2:12][CH2:11][N:10](C(=O)C)[CH2:9][CH2:8]2)[C:3]=1[C:16]1[S:17][C:18]2[CH:24]=[CH:23][CH:22]=[CH:21][C:19]=2[N:20]=1.[OH-].[Na+].[Na+].[Cl-]. (3) The catalyst is ClCCl. The yield is 0.580. The product is [Cl:1][C:2]1[CH:7]=[CH:6][C:5]([C:8]2[O:12][C:11]([C:13]([F:16])([F:15])[F:14])=[C:10]([C:17]([NH:32][C:24]3[CH:25]=[C:26]([C:28]([F:29])([F:30])[F:31])[CH:27]=[C:22]([C:21]([F:20])([F:33])[F:34])[CH:23]=3)=[O:18])[CH:9]=2)=[CH:4][CH:3]=1. The reactants are [Cl:1][C:2]1[CH:7]=[CH:6][C:5]([C:8]2[O:12][C:11]([C:13]([F:16])([F:15])[F:14])=[C:10]([C:17](Cl)=[O:18])[CH:9]=2)=[CH:4][CH:3]=1.[F:20][C:21]([F:34])([F:33])[C:22]1[CH:23]=[C:24]([NH2:32])[CH:25]=[C:26]([C:28]([F:31])([F:30])[F:29])[CH:27]=1.C(N(CC)C(C)C)(C)C.Cl.C([O-])(O)=O.[Na+]. (4) The reactants are C(OC([NH:8][C:9]1[CH:14]=[CH:13][C:12]([C:15]([CH3:18])([CH3:17])[CH3:16])=[C:11]([NH:19][C:20]([C:22]2[C:31](=[O:32])[C:30]3[C:25](=[CH:26][CH:27]=[CH:28][CH:29]=3)[NH:24][CH:23]=2)=[O:21])[CH:10]=1)=O)(C)(C)C.C(O)(C(F)(F)F)=O. The catalyst is C(Cl)Cl. The product is [NH2:8][C:9]1[CH:14]=[CH:13][C:12]([C:15]([CH3:18])([CH3:17])[CH3:16])=[C:11]([NH:19][C:20]([C:22]2[C:31](=[O:32])[C:30]3[C:25](=[CH:26][CH:27]=[CH:28][CH:29]=3)[NH:24][CH:23]=2)=[O:21])[CH:10]=1. The yield is 0.560. (5) The catalyst is ClCC(=O)C. The yield is 0.670. The product is [Cl:1][C:2]1[CH:3]=[CH:4][C:5]([C:8]2[N:9]([C:10]3[CH:15]=[CH:14][C:13]([S:16]([CH3:19])(=[O:17])=[O:18])=[CH:12][CH:11]=3)[CH:27]=[C:26]([CH3:28])[N:20]=2)=[CH:6][CH:7]=1. The reactants are [Cl:1][C:2]1[CH:7]=[CH:6][C:5]([C:8](=[NH:20])[NH:9][C:10]2[CH:15]=[CH:14][C:13]([S:16]([CH3:19])(=[O:18])=[O:17])=[CH:12][CH:11]=2)=[CH:4][CH:3]=1.C(=O)(O)[O-].[Na+].[CH:26](O)([CH3:28])[CH3:27]. (6) The reactants are [CH3:1][C:2]1[C:6]([CH2:7][N:8]2[CH:12]=[C:11]([N:13]3[C:17](=[O:18])[N:16]([CH3:19])[N:15]([CH3:20])[C:14]3=[O:21])[CH:10]=[N:9]2)=[C:5]([CH3:22])[O:4][N:3]=1.C(Br)[C:24]1[CH:29]=[CH:28][CH:27]=[CH:26][CH:25]=1. No catalyst specified. The product is [CH2:20]([N:15]1[C:14](=[O:21])[N:13]([C:11]2[CH:10]=[N:9][N:8]([CH2:7][C:6]3[C:2]([CH3:1])=[N:3][O:4][C:5]=3[CH3:22])[CH:12]=2)[C:17](=[O:18])[N:16]1[CH2:19][C:24]1[CH:25]=[CH:26][CH:27]=[CH:28][CH:29]=1)[C:24]1[CH:29]=[CH:28][CH:27]=[CH:26][CH:25]=1. The yield is 0.690.